From a dataset of Full USPTO retrosynthesis dataset with 1.9M reactions from patents (1976-2016). Predict the reactants needed to synthesize the given product. (1) The reactants are: [H-].[Na+].[C:3]([O:7][C:8]([NH:10][C@@H:11]1[CH2:16][CH2:15][C@H:14]([C:17]([OH:19])=[O:18])[CH2:13][CH2:12]1)=[O:9])([CH3:6])([CH3:5])[CH3:4].[CH3:20]N(C)C(=O)C. Given the product [C:3]([O:7][C:8]([N:10]([CH3:20])[C@@H:11]1[CH2:12][CH2:13][C@H:14]([C:17]([OH:19])=[O:18])[CH2:15][CH2:16]1)=[O:9])([CH3:6])([CH3:4])[CH3:5], predict the reactants needed to synthesize it. (2) Given the product [F:1][C:2]1[C:7]([C:8](=[N:18][NH2:19])[C:9]([O:11][C:12]([CH3:15])([CH3:14])[CH3:13])=[O:10])=[CH:6][CH:5]=[CH:4][N:3]=1, predict the reactants needed to synthesize it. The reactants are: [F:1][C:2]1[C:7]([C:8](=O)[C:9]([O:11][C:12]([CH3:15])([CH3:14])[CH3:13])=[O:10])=[CH:6][CH:5]=[CH:4][N:3]=1.O.[NH2:18][NH2:19].O. (3) Given the product [O:28]1[CH2:27][C@H:26]1[CH2:25][O:11][C:3]1[C:2]2[NH:1][C:29](=[O:30])[NH:8][C:7]=2[CH:6]=[CH:5][CH:4]=1, predict the reactants needed to synthesize it. The reactants are: [NH2:1][C:2]1[C:7]([N+:8]([O-])=O)=[CH:6][CH:5]=[CH:4][C:3]=1[OH:11].[N+](C1C=C(S(O[CH2:25][C@H:26]2[O:28][CH2:27]2)(=O)=O)C=CC=1)([O-])=O.[C:29](=O)([O-])[O-:30].[K+].[K+]. (4) Given the product [Cl:27][CH2:28][C:29]([NH:1][C:2]1[C:7]2[CH2:8][N:9]([CH:12]([C:14]3[CH:15]=[N:16][C:17]([O:21][CH2:22][C:23]([F:25])([F:26])[F:24])=[C:18]([CH3:20])[CH:19]=3)[CH3:13])[C:10](=[O:11])[C:6]=2[CH:5]=[CH:4][N:3]=1)=[O:30], predict the reactants needed to synthesize it. The reactants are: [NH2:1][C:2]1[C:7]2[CH2:8][N:9]([CH:12]([C:14]3[CH:15]=[N:16][C:17]([O:21][CH2:22][C:23]([F:26])([F:25])[F:24])=[C:18]([CH3:20])[CH:19]=3)[CH3:13])[C:10](=[O:11])[C:6]=2[CH:5]=[CH:4][N:3]=1.[Cl:27][CH2:28][C:29](Cl)=[O:30]. (5) Given the product [C:9]([C:8]1[CH:11]=[C:12](/[CH:15]=[CH:16]/[CH:17]([C:22]2[CH:23]=[C:24]([Cl:30])[C:25]([Cl:29])=[C:26]([Cl:28])[CH:27]=2)[C:18]([F:19])([F:20])[F:21])[CH:13]=[CH:14][C:7]=1[N:4]1[CH:5]=[N:6][C:2]([NH:1][C:41]([CH:38]2[CH2:40][CH2:39]2)=[O:42])=[N:3]1)#[N:10], predict the reactants needed to synthesize it. The reactants are: [NH2:1][C:2]1[N:6]=[CH:5][N:4]([C:7]2[CH:14]=[CH:13][C:12](/[CH:15]=[CH:16]/[CH:17]([C:22]3[CH:27]=[C:26]([Cl:28])[C:25]([Cl:29])=[C:24]([Cl:30])[CH:23]=3)[C:18]([F:21])([F:20])[F:19])=[CH:11][C:8]=2[C:9]#[N:10])[N:3]=1.C(N(CC)CC)C.[CH:38]1([C:41](Cl)=[O:42])[CH2:40][CH2:39]1. (6) Given the product [OH:1][C:2]1[CH:7]=[CH:6][C:5]([C:8](=[C:24]2[CH2:29][C:28]([CH3:31])([CH3:30])[CH2:27][C:26]([CH3:33])([CH3:32])[CH2:25]2)[C:9]2[CH:14]=[CH:13][C:12]([O:15][CH2:16][CH2:17][CH2:18][C:19]([OH:21])=[O:20])=[CH:11][CH:10]=2)=[CH:4][CH:3]=1, predict the reactants needed to synthesize it. The reactants are: [OH:1][C:2]1[CH:7]=[CH:6][C:5]([C:8](=[C:24]2[CH2:29][C:28]([CH3:31])([CH3:30])[CH2:27][C:26]([CH3:33])([CH3:32])[CH2:25]2)[C:9]2[CH:14]=[CH:13][C:12]([O:15][CH2:16][CH2:17][CH2:18][C:19]([O:21]CC)=[O:20])=[CH:11][CH:10]=2)=[CH:4][CH:3]=1.[OH-].[Na+].Cl.